From a dataset of Reaction yield outcomes from USPTO patents with 853,638 reactions. Predict the reaction yield, written as a fraction of the theoretical maximum amount of product (1.0 means a 100% yield; for example, 0.34 means a 34% yield). (1) The reactants are [CH2:1]([O:8][C:9](=[O:17])[CH2:10][CH2:11][CH:12]([Br:16])[C:13]([OH:15])=[O:14])[C:2]1[CH:7]=[CH:6][CH:5]=[CH:4][CH:3]=1.ClC(Cl)(Cl)C(=N)O[C:22]([CH3:25])([CH3:24])[CH3:23].CN(C)C(=O)C.CCCCCC. The catalyst is C(Cl)(Cl)Cl.C1CCCCC1.B(F)(F)F.CCOCC. The product is [C:22]([O:14][C:13](=[O:15])[CH:12]([Br:16])[CH2:11][CH2:10][C:9]([O:8][CH2:1][C:2]1[CH:3]=[CH:4][CH:5]=[CH:6][CH:7]=1)=[O:17])([CH3:25])([CH3:24])[CH3:23]. The yield is 0.790. (2) The reactants are C(OC([N:8]1[CH2:13][CH2:12][CH:11]([C:14](=[O:23])[C:15]2[CH:20]=[CH:19][C:18]([O:21][CH3:22])=[CH:17][CH:16]=2)[CH2:10][CH2:9]1)=O)(C)(C)C.[F:24][C:25]1[CH:26]=[C:27](O)[C:28](=[CH:30][CH:31]=1)[OH:29].CC1C=CC(S(O)(=O)=O)=CC=1.O. The catalyst is C1(C)C(C)=CC=CC=1. The product is [F:24][C:25]1[CH:26]=[CH:27][C:28]2[O:29][C:14]([CH:11]3[CH2:10][CH2:9][NH:8][CH2:13][CH2:12]3)([C:15]3[CH:16]=[CH:17][C:18]([O:21][CH3:22])=[CH:19][CH:20]=3)[O:23][C:30]=2[CH:31]=1. The yield is 0.330. (3) The reactants are Cl.CN(C)CCCN=C=NCC.[Br:13][C:14]1[CH:22]=[C:18]([C:19]([OH:21])=O)[C:17]([OH:23])=[CH:16][CH:15]=1.[F:24][C:25]([F:39])([F:38])[C:26]1[CH:27]=[C:28]([CH:31]=[C:32]([C:34]([F:37])([F:36])[F:35])[CH:33]=1)[CH2:29][NH2:30].Cl. The catalyst is CN(C)C1C=CN=CC=1.O1CCCC1. The product is [F:24][C:25]([F:38])([F:39])[C:26]1[CH:27]=[C:28]([CH2:29][NH:30][C:19](=[O:21])[C:18]2[CH:22]=[C:14]([Br:13])[CH:15]=[CH:16][C:17]=2[OH:23])[CH:31]=[C:32]([C:34]([F:35])([F:36])[F:37])[CH:33]=1. The yield is 0.554. (4) The reactants are CN(C)C=O.[Br:6][C:7]1[CH:14]=[CH:13][C:10]([CH2:11][OH:12])=[CH:9][CH:8]=1.[H-].[Na+].F[C:18]1[CH:23]=[CH:22][C:21]([CH3:24])=[CH:20][N:19]=1. The catalyst is O. The product is [Br:6][C:7]1[CH:14]=[CH:13][C:10]([CH2:11][O:12][C:18]2[CH:23]=[CH:22][C:21]([CH3:24])=[CH:20][N:19]=2)=[CH:9][CH:8]=1. The yield is 0.593. (5) The reactants are [Cl:1][C:2]1[CH:23]=[CH:22][C:5]2[S:6][CH:7]=[C:8]([CH2:9][N:10]3[C:18]4[C:13](=[CH:14][CH:15]=[CH:16][CH:17]=4)[C:12]([CH2:19][C:20]#[N:21])=[CH:11]3)[C:4]=2[CH:3]=1.[Si]([N:28]=[N+:29]=[N-:30])(C)(C)C. The catalyst is C(Cl)Cl. The product is [NH:28]1[C:20]([CH2:19][C:12]2[C:13]3[C:18](=[CH:17][CH:16]=[CH:15][CH:14]=3)[N:10]([CH2:9][C:8]3[C:4]4[CH:3]=[C:2]([Cl:1])[CH:23]=[CH:22][C:5]=4[S:6][CH:7]=3)[CH:11]=2)=[N:21][N:30]=[N:29]1. The yield is 0.120. (6) The reactants are [CH3:13][C:12]([O:11][C:9](O[C:9]([O:11][C:12]([CH3:15])([CH3:14])[CH3:13])=[O:10])=[O:10])([CH3:15])[CH3:14].[CH3:16][NH:17][CH:18]1[CH2:23][CH2:22][N:21]([C:24]2[N:25]([CH3:29])[CH:26]=[CH:27][N:28]=2)[CH2:20][CH2:19]1. The catalyst is ClCCl. The product is [CH3:16][N:17]([CH:18]1[CH2:23][CH2:22][N:21]([C:24]2[N:25]([CH3:29])[CH:26]=[CH:27][N:28]=2)[CH2:20][CH2:19]1)[C:9](=[O:10])[O:11][C:12]([CH3:13])([CH3:14])[CH3:15]. The yield is 0.250. (7) The product is [F:10][C:8]1([F:11])[O:7][C:6]2[CH:12]=[CH:13][C:3]([CH2:2][C:14]#[N:15])=[CH:4][C:5]=2[O:9]1. The yield is 0.950. The reactants are Cl[CH2:2][C:3]1[CH:13]=[CH:12][C:6]2[O:7][C:8]([F:11])([F:10])[O:9][C:5]=2[CH:4]=1.[C-:14]#[N:15].[Na+].O.CC(OC)(C)C. The catalyst is CS(C)=O.